From a dataset of Full USPTO retrosynthesis dataset with 1.9M reactions from patents (1976-2016). Predict the reactants needed to synthesize the given product. Given the product [Cl:24][C:19]1[CH:18]=[C:17]([C@H:4]2[C@H:3]([CH2:2][NH:1][C:37](=[O:38])[CH2:36][O:35][CH3:32])[O:9][CH2:8][CH2:7][N:6]([C:10]([O:12][C:13]([CH3:16])([CH3:15])[CH3:14])=[O:11])[CH2:5]2)[CH:22]=[CH:21][C:20]=1[Cl:23], predict the reactants needed to synthesize it. The reactants are: [NH2:1][CH2:2][C@@H:3]1[O:9][CH2:8][CH2:7][N:6]([C:10]([O:12][C:13]([CH3:16])([CH3:15])[CH3:14])=[O:11])[CH2:5][C@H:4]1[C:17]1[CH:22]=[CH:21][C:20]([Cl:23])=[C:19]([Cl:24])[CH:18]=1.C(N(CC)CC)C.[C:32]([O:35][CH2:36][C:37](Cl)=[O:38])(=O)C.O.